Dataset: Catalyst prediction with 721,799 reactions and 888 catalyst types from USPTO. Task: Predict which catalyst facilitates the given reaction. (1) Reactant: O[C:2]1([C:12]2[CH:17]=[CH:16][CH:15]=[CH:14][C:13]=2[NH:18]C=O)[CH2:7][C:6]([CH3:9])([CH3:8])[CH2:5][C:4]([CH3:11])([CH3:10])[CH2:3]1.C1(C)C=CC(S([O-])(=O)=O)=CC=1.[NH+]1C=CC=CC=1.CO.[OH-].[Na+]. Product: [CH3:10][C:4]1([CH3:11])[CH2:5][C:6]([CH3:8])([CH3:9])[CH2:7][C:2]([C:12]2[CH:17]=[CH:16][CH:15]=[CH:14][C:13]=2[NH2:18])=[CH:3]1. The catalyst class is: 11. (2) Reactant: F[P-](F)(F)(F)(F)F.N1(OC(N(C)C)=[N+](C)C)C2N=CC=CC=2N=N1.[O:25]1[C:30]2([CH2:35][CH2:34][N:33]([CH2:36][C:37]3[CH:38]=[C:39]([CH2:44][CH2:45][OH:46])[CH:40]=[C:41]([F:43])[CH:42]=3)[CH2:32][CH2:31]2)[CH2:29][NH:28][CH2:27][CH2:26]1.[CH:47]1([C:52]2[S:53][CH:54]=[C:55]([C:57](O)=[O:58])[N:56]=2)[CH2:51][CH2:50][CH2:49][CH2:48]1.C(N(CC)CC)C. Product: [CH:47]1([C:52]2[S:53][CH:54]=[C:55]([C:57]([N:28]3[CH2:29][C:30]4([CH2:35][CH2:34][N:33]([CH2:36][C:37]5[CH:38]=[C:39]([CH2:44][CH2:45][OH:46])[CH:40]=[C:41]([F:43])[CH:42]=5)[CH2:32][CH2:31]4)[O:25][CH2:26][CH2:27]3)=[O:58])[N:56]=2)[CH2:48][CH2:49][CH2:50][CH2:51]1. The catalyst class is: 3.